Dataset: Full USPTO retrosynthesis dataset with 1.9M reactions from patents (1976-2016). Task: Predict the reactants needed to synthesize the given product. (1) Given the product [O:14]=[C:13]([CH2:12][C:6]1[CH:11]=[CH:10][CH:9]=[CH:8][CH:7]=1)[CH2:4][C:3]#[N:5], predict the reactants needed to synthesize it. The reactants are: [H-].[Na+].[C:3](#[N:5])[CH3:4].[C:6]1([CH2:12][C:13](OCC)=[O:14])[CH:11]=[CH:10][CH:9]=[CH:8][CH:7]=1. (2) Given the product [F:1][C:2]1[CH:3]=[CH:4][CH:5]=[C:6]([S:8]([N:23]2[CH2:24][CH2:25][CH:20]([C:15]3[CH:16]=[CH:17][CH:18]=[CH:19][C:14]=3[F:13])[CH2:21][CH2:22]2)(=[O:10])=[O:9])[N:7]=1, predict the reactants needed to synthesize it. The reactants are: [F:1][C:2]1[N:7]=[C:6]([S:8](Cl)(=[O:10])=[O:9])[CH:5]=[CH:4][CH:3]=1.Cl.[F:13][C:14]1[CH:19]=[CH:18][CH:17]=[CH:16][C:15]=1[CH:20]1[CH2:25][CH2:24][NH:23][CH2:22][CH2:21]1. (3) Given the product [NH2:1][C:2]1[C:3]([NH2:24])=[CH:4][C:5]2[O:10][C:9]([CH3:11])([CH3:12])[C@H:8]([OH:13])[C@@H:7]([NH:14][CH2:15][CH2:16][C:17]3[CH:22]=[CH:21][CH:20]=[CH:19][CH:18]=3)[C:6]=2[CH:23]=1, predict the reactants needed to synthesize it. The reactants are: [NH2:1][C:2]1[C:3]([N+:24]([O-])=O)=[CH:4][C:5]2[O:10][C:9]([CH3:12])([CH3:11])[C@H:8]([OH:13])[C@@H:7]([NH:14][CH2:15][CH2:16][C:17]3[CH:22]=[CH:21][CH:20]=[CH:19][CH:18]=3)[C:6]=2[CH:23]=1.